Dataset: Full USPTO retrosynthesis dataset with 1.9M reactions from patents (1976-2016). Task: Predict the reactants needed to synthesize the given product. (1) The reactants are: CN([CH:4]=[C:5]1[CH2:11][C:10](=[O:12])[NH:9][C:8]2[CH:13]=[CH:14][C:15]([F:17])=[CH:16][C:7]=2[C:6]1=O)C.[NH:19]([C:23]1[CH:31]=[CH:30][C:26]([C:27]([OH:29])=[O:28])=[CH:25][CH:24]=1)[C:20]([NH2:22])=[NH:21]. Given the product [F:17][C:15]1[CH:14]=[CH:13][C:8]2[NH:9][C:10](=[O:12])[CH2:11][C:5]3[CH:4]=[N:22][C:20]([NH:19][C:23]4[CH:31]=[CH:30][C:26]([C:27]([OH:29])=[O:28])=[CH:25][CH:24]=4)=[N:21][C:6]=3[C:7]=2[CH:16]=1, predict the reactants needed to synthesize it. (2) Given the product [ClH:12].[ClH:12].[NH2:1][C@H:2]1[CH2:7][NH:6][CH2:5][C@@H:4]([C:8]([O:10][CH3:11])=[O:9])[CH2:3]1, predict the reactants needed to synthesize it. The reactants are: [NH2:1][C:2]1[CH:3]=[C:4]([C:8]([O:10][CH3:11])=[O:9])[CH:5]=[N:6][CH:7]=1.[ClH:12]. (3) The reactants are: [Cl:1][C:2]1[CH:7]=[C:6]([OH:8])[CH:5]=[CH:4][N:3]=1.[H-].[Na+].I[CH2:12][CH3:13]. Given the product [Cl:1][C:2]1[CH:7]=[C:6]([O:8][CH2:12][CH3:13])[CH:5]=[CH:4][N:3]=1, predict the reactants needed to synthesize it. (4) Given the product [CH3:1][S:2]([C:5]1[CH:10]=[CH:9][C:8]([C:11]2[N:16]=[CH:15][C:14]([O:17][CH2:18][CH:19]3[CH2:24][CH2:23][N:22]([C:25]([O:27][CH:28]([CH3:30])[CH3:29])=[O:26])[CH2:21][CH2:20]3)=[CH:13][N:12]=2)=[CH:7][CH:6]=1)(=[O:4])=[O:3], predict the reactants needed to synthesize it. The reactants are: [CH3:1][S:2]([C:5]1[CH:10]=[CH:9][C:8]([C:11]2[N:16]=[CH:15][C:14]([O:17][CH2:18][CH:19]3[CH2:24][CH2:23][N:22]([C:25]([O:27][C:28](C)([CH3:30])[CH3:29])=[O:26])[CH2:21][CH2:20]3)=[CH:13][N:12]=2)=[CH:7][CH:6]=1)(=[O:4])=[O:3].C(O)(C(F)(F)F)=O.C(N(C(C)C)CC)(C)C.ClC(OC(C)C)=O. (5) Given the product [F:24][CH2:23][O:1][C:2]1[CH:11]=[CH:10][C:5]([C:6]([O:8][CH3:9])=[O:7])=[CH:4][C:3]=1[C:12]([F:13])([F:14])[F:15], predict the reactants needed to synthesize it. The reactants are: [OH:1][C:2]1[CH:11]=[CH:10][C:5]([C:6]([O:8][CH3:9])=[O:7])=[CH:4][C:3]=1[C:12]([F:15])([F:14])[F:13].C(=O)([O-])[O-].[Cs+].[Cs+].Cl[CH2:23][F:24]. (6) Given the product [CH3:1][C:2]1[N:7]=[C:6]([OH:13])[CH:5]=[CH:4][C:3]=1[N+:9]([O-:11])=[O:10], predict the reactants needed to synthesize it. The reactants are: [CH3:1][C:2]1[N:7]=[C:6](N)[CH:5]=[CH:4][C:3]=1[N+:9]([O-:11])=[O:10].S(=O)(=O)(O)[OH:13].N([O-])=O.[Na+]. (7) Given the product [CH3:1][O:2][C:3]1[CH:8]=[CH:7][C:6]([CH2:9][CH2:10][CH2:11][CH2:12][OH:13])=[CH:5][C:4]=1[CH3:14], predict the reactants needed to synthesize it. The reactants are: [CH3:1][O:2][C:3]1[CH:8]=[CH:7][C:6]([C:9]#[C:10][CH2:11][CH2:12][OH:13])=[CH:5][C:4]=1[CH3:14]. (8) Given the product [CH:1]1([C:4]2[N:5]=[C:6]([N:21]3[CH2:26][CH2:25][N:24]([C:27](=[O:32])[CH2:28][CH2:29][O:30][CH3:31])[C@H:23]([CH3:33])[CH2:22]3)[C:7]([C:8]3[O:9][CH:34]=[N:11][N:10]=3)=[CH:12][C:13]=2[C:14]2[CH:19]=[CH:18][C:17]([F:20])=[CH:16][CH:15]=2)[CH2:2][CH2:3]1, predict the reactants needed to synthesize it. The reactants are: [CH:1]1([C:4]2[C:13]([C:14]3[CH:19]=[CH:18][C:17]([F:20])=[CH:16][CH:15]=3)=[CH:12][C:7]([C:8]([NH:10][NH2:11])=[O:9])=[C:6]([N:21]3[CH2:26][CH2:25][N:24]([C:27](=[O:32])[CH2:28][CH2:29][O:30][CH3:31])[C@H:23]([CH3:33])[CH2:22]3)[N:5]=2)[CH2:3][CH2:2]1.[CH3:34]OC(OC)OC. (9) The reactants are: [Cl:1][C:2]1[CH:7]=[CH:6][C:5]([C:8]([C:42]2[CH:47]=[CH:46][C:45]([Cl:48])=[CH:44][CH:43]=2)(O)[C:9]2[CH:10]=[C:11]3[C:16](=[CH:17][CH:18]=2)[N:15]=[C:14]([O:19][CH2:20][CH2:21][NH:22][S:23]([CH3:26])(=[O:25])=[O:24])[N:13]=[C:12]3[NH:27][CH:28]2[CH2:33][CH2:32][N:31](C(OC(C)(C)C)=O)[CH2:30][CH2:29]2)=[CH:4][CH:3]=1.[SiH](CC)(CC)CC.FC(F)(F)C(O)=O. Given the product [Cl:1][C:2]1[CH:3]=[CH:4][C:5]([CH:8]([C:42]2[CH:47]=[CH:46][C:45]([Cl:48])=[CH:44][CH:43]=2)[C:9]2[CH:10]=[C:11]3[C:16](=[CH:17][CH:18]=2)[N:15]=[C:14]([O:19][CH2:20][CH2:21][NH:22][S:23]([CH3:26])(=[O:24])=[O:25])[N:13]=[C:12]3[NH:27][CH:28]2[CH2:29][CH2:30][NH:31][CH2:32][CH2:33]2)=[CH:6][CH:7]=1, predict the reactants needed to synthesize it. (10) Given the product [C:1]([NH:5][C:6](=[O:39])[NH:7][C@@H:8]([C:35]([CH3:37])([CH3:38])[CH3:36])[C:9]([N:11]1[CH2:15][C@H:14]([O:16][C:17]2[C:18]3[CH:31]=[CH:30][S:29][C:19]=3[N:20]=[C:21]([C:23]3[CH:28]=[CH:27][CH:26]=[CH:25][N:24]=3)[N:22]=2)[CH2:13][C@H:12]1[C:32]([NH:40][C@@H:41]([CH2:50][CH2:51][CH3:52])[CH:42]([OH:49])[C:43]([NH:45][CH:46]1[CH2:47][CH2:48]1)=[O:44])=[O:33])=[O:10])([CH3:4])([CH3:2])[CH3:3], predict the reactants needed to synthesize it. The reactants are: [C:1]([NH:5][C:6](=[O:39])[NH:7][C@@H:8]([C:35]([CH3:38])([CH3:37])[CH3:36])[C:9]([N:11]1[CH2:15][C@H:14]([O:16][C:17]2[C:18]3[CH:31]=[CH:30][S:29][C:19]=3[N:20]=[C:21]([C:23]3[CH:28]=[CH:27][CH:26]=[CH:25][N:24]=3)[N:22]=2)[CH2:13][C@H:12]1[C:32](O)=[O:33])=[O:10])([CH3:4])([CH3:3])[CH3:2].[NH2:40][C@@H:41]([CH2:50][CH2:51][CH3:52])[CH:42]([OH:49])[C:43]([NH:45][CH:46]1[CH2:48][CH2:47]1)=[O:44].F[P-](F)(F)(F)(F)F.N1(OC(N(C)C)=[N+](C)C)C2N=CC=CC=2N=N1.C(N(C(C)C)CC)(C)C.